Dataset: Catalyst prediction with 721,799 reactions and 888 catalyst types from USPTO. Task: Predict which catalyst facilitates the given reaction. Reactant: [CH3:1][C:2]1[CH:7]=[CH:6][N:5]=[CH:4][C:3]=1[N:8]1[CH2:12][CH2:11][NH:10][C:9]1=[O:13].[Cl:14][C:15]1[CH:20]=[C:19](I)[CH:18]=[CH:17][N:16]=1.N[C@@H]1CCCC[C@H]1N.P([O-])([O-])([O-])=O.[K+].[K+].[K+]. Product: [Cl:14][C:15]1[CH:20]=[C:19]([N:10]2[CH2:11][CH2:12][N:8]([C:3]3[CH:4]=[N:5][CH:6]=[CH:7][C:2]=3[CH3:1])[C:9]2=[O:13])[CH:18]=[CH:17][N:16]=1. The catalyst class is: 246.